This data is from Retrosynthesis with 50K atom-mapped reactions and 10 reaction types from USPTO. The task is: Predict the reactants needed to synthesize the given product. (1) Given the product CNC(=O)c1cc(N2CCOCC2)ccc1[N+](=O)[O-], predict the reactants needed to synthesize it. The reactants are: C1COCCN1.CNC(=O)c1cc(F)ccc1[N+](=O)[O-]. (2) Given the product Cc1cccc(-c2noc([C@H]3CCCNC3)n2)n1, predict the reactants needed to synthesize it. The reactants are: Cc1cccc(-c2noc([C@H]3CCCN(C(=O)OC(C)(C)C)C3)n2)n1. (3) Given the product O=C(O)[C@@H]1C[C@@H](S(=O)(=O)c2ccccc2C(F)(F)F)CN1c1cc(C2CC2)nn1C1CCC1, predict the reactants needed to synthesize it. The reactants are: COC(=O)[C@@H]1C[C@@H](S(=O)(=O)c2ccccc2C(F)(F)F)CN1c1cc(C2CC2)nn1C1CCC1. (4) Given the product CCOC(=O)CN1CCC2(C=Cc3ccccc3O2)CC1c1cc(F)c(OCC)c(F)c1, predict the reactants needed to synthesize it. The reactants are: CCI.CCOC(=O)CN1CCC2(C=Cc3ccccc3O2)CC1c1cc(F)c(O)c(F)c1. (5) Given the product Nc1cccc2c(-c3ccncc3)n[nH]c12, predict the reactants needed to synthesize it. The reactants are: O=[N+]([O-])c1cccc2c(-c3ccncc3)n[nH]c12. (6) Given the product O=C(Cc1c(Cl)cccc1Cl)NC[C@H]1O[C@@H](n2cc(CCCl)c(=O)[nH]c2=O)C[C@@H]1O, predict the reactants needed to synthesize it. The reactants are: NC[C@H]1O[C@@H](n2cc(CCCl)c(=O)[nH]c2=O)C[C@@H]1O.O=C(Cl)Cc1c(Cl)cccc1Cl. (7) Given the product CC(C)(C)OC(=O)N1CCC(N2CCNCC2)CC1, predict the reactants needed to synthesize it. The reactants are: CC(C)(C)OC(=O)N1CCC(N2CCN(C(=O)OCc3ccccc3)CC2)CC1. (8) Given the product CCC(=O)C=C(C)C=CCC(C)CCCC(C)(C)O, predict the reactants needed to synthesize it. The reactants are: CCC(=O)C=C(C)C=CCC(C)CCC=C(C)C.[OH-]. (9) Given the product COc1cccc2c1CC(NC(=O)C(C)C)CC2, predict the reactants needed to synthesize it. The reactants are: CC(C)C(=O)Cl.COc1cccc2c1CC(N)CC2.